This data is from Reaction yield outcomes from USPTO patents with 853,638 reactions. The task is: Predict the reaction yield, written as a fraction of the theoretical maximum amount of product (1.0 means a 100% yield; for example, 0.34 means a 34% yield). (1) The reactants are [C:1]([CH2:3][C@H:4]1[CH2:15][CH2:14][C:13]2[S:12][C:11]3[N:10]=[CH:9][N:8]=[C:7]([O:16][CH:17]4[CH2:22][CH2:21][CH:20]([N:23]([CH3:31])[C:24](=[O:30])[O:25][C:26]([CH3:29])([CH3:28])[CH3:27])[CH2:19][CH2:18]4)[C:6]=3[C:5]1=2)#[N:2].[OH:32][Li].O.OO. The catalyst is CO. The product is [C:1]([CH2:3][C@H:4]1[CH2:15][CH2:14][C:13]2[S:12][C:11]3[N:10]=[CH:9][N:8]=[C:7]([O:16][CH:17]4[CH2:18][CH2:19][CH:20]([N:23]([CH3:31])[C:24](=[O:30])[O:25][C:26]([CH3:28])([CH3:27])[CH3:29])[CH2:21][CH2:22]4)[C:6]=3[C:5]1=2)(=[O:32])[NH2:2]. The yield is 0.710. (2) The reactants are [CH2:1]([O:8][C:9]1[CH:14]=[CH:13][N:12]([C:15]2[CH:16]=[CH:17][C:18]3[C:19]4[CH2:28][NH:27][CH2:26][CH2:25][C:20]=4[N:21]([CH3:24])[C:22]=3[CH:23]=2)[C:11](=[O:29])[CH:10]=1)[C:2]1[CH:7]=[CH:6][CH:5]=[CH:4][CH:3]=1.O=[C:31]1[CH2:36][CH2:35][N:34]([C:37]([O:39][C:40]([CH3:43])([CH3:42])[CH3:41])=[O:38])[CH2:33][CH2:32]1. The catalyst is C(Cl)Cl.CC(O)=O. The product is [CH2:1]([O:8][C:9]1[CH:14]=[CH:13][N:12]([C:15]2[CH:16]=[CH:17][C:18]3[C:19]4[CH2:28][N:27]([CH:31]5[CH2:36][CH2:35][N:34]([C:37]([O:39][C:40]([CH3:43])([CH3:42])[CH3:41])=[O:38])[CH2:33][CH2:32]5)[CH2:26][CH2:25][C:20]=4[N:21]([CH3:24])[C:22]=3[CH:23]=2)[C:11](=[O:29])[CH:10]=1)[C:2]1[CH:3]=[CH:4][CH:5]=[CH:6][CH:7]=1. The yield is 0.610. (3) The reactants are C([O:8][C:9]1[CH:17]=[C:16]2[C:12]([CH:13]=[CH:14][N:15]2[C:18]2[N:22]([CH3:23])[N:21]=[C:20]([CH3:24])[C:19]=2/[CH:25]=[CH:26]/[C:27]([NH:29][S:30]([CH2:33][CH2:34][CH2:35][CH2:36][CH3:37])(=[O:32])=[O:31])=[O:28])=[CH:11][CH:10]=1)C1C=CC=CC=1.B(Br)(Br)Br. The catalyst is ClCCl. The product is [OH:8][C:9]1[CH:17]=[C:16]2[C:12]([CH:13]=[CH:14][N:15]2[C:18]2[N:22]([CH3:23])[N:21]=[C:20]([CH3:24])[C:19]=2/[CH:25]=[CH:26]/[C:27]([NH:29][S:30]([CH2:33][CH2:34][CH2:35][CH2:36][CH3:37])(=[O:32])=[O:31])=[O:28])=[CH:11][CH:10]=1. The yield is 0.930. (4) The reactants are [Br:1][C:2]1[C:11]([OH:12])=[CH:10][CH:9]=[C:8]2[C:3]=1[CH:4]=[CH:5][C:6]([CH2:13][NH:14][C:15]([C:17]1[C:21]3[CH:22]=[CH:23][CH:24]=[CH:25][C:20]=3[O:19][C:18]=1[CH2:26][CH2:27][CH2:28][CH3:29])=[O:16])=[CH:7]2.Br[CH2:31][C:32]#[N:33].C(=O)([O-])[O-].[K+].[K+]. The catalyst is CN(C=O)C.C(OCC)(=O)C. The product is [Br:1][C:2]1[C:11]([O:12][CH2:31][C:32]#[N:33])=[CH:10][CH:9]=[C:8]2[C:3]=1[CH:4]=[CH:5][C:6]([CH2:13][NH:14][C:15]([C:17]1[C:21]3[CH:22]=[CH:23][CH:24]=[CH:25][C:20]=3[O:19][C:18]=1[CH2:26][CH2:27][CH2:28][CH3:29])=[O:16])=[CH:7]2. The yield is 0.990. (5) The reactants are Cl.[F:2][C:3]1[CH:4]=[C:5]2[C:9](=[CH:10][CH:11]=1)[N:8]([C:12]1[CH:17]=[CH:16][CH:15]=[CH:14][C:13]=1[F:18])[N:7]=[C:6]2[O:19][CH2:20][C@H:21]1[CH2:26][CH2:25][CH2:24][NH:23][CH2:22]1.C([O-])([O-])=O.[K+].[K+]. The catalyst is C(OCC)(=O)C.O. The product is [F:2][C:3]1[CH:4]=[C:5]2[C:9](=[CH:10][CH:11]=1)[N:8]([C:12]1[CH:17]=[CH:16][CH:15]=[CH:14][C:13]=1[F:18])[N:7]=[C:6]2[O:19][CH2:20][C@H:21]1[CH2:26][CH2:25][CH2:24][NH:23][CH2:22]1. The yield is 0.940. (6) The reactants are [C:1]([OH:6])(=O)[C@@H:2]([CH3:4])[OH:3].O.ON1C2C=CC=CC=2N=N1.Cl.C(N=C=NCCCN(C)C)C.C(N(CC)CC)C.[CH2:37]([N:41]1[C:49]([N:50]2[CH2:55][CH2:54][NH:53][CH2:52][CH2:51]2)=[N:48][C:47]2[C:42]1=[N:43][C:44]([C:62]1[CH:63]=[N:64][C:65]([NH2:68])=[N:66][CH:67]=1)=[N:45][C:46]=2[N:56]1[CH2:61][CH2:60][O:59][CH2:58][CH2:57]1)[CH:38]([CH3:40])[CH3:39]. The catalyst is C(Cl)Cl.CO.CN(C)C=O. The product is [NH2:68][C:65]1[N:64]=[CH:63][C:62]([C:44]2[N:43]=[C:42]3[C:47]([N:48]=[C:49]([N:50]4[CH2:51][CH2:52][N:53]([C:1](=[O:6])[C@H:2]([OH:3])[CH3:4])[CH2:54][CH2:55]4)[N:41]3[CH2:37][CH:38]([CH3:40])[CH3:39])=[C:46]([N:56]3[CH2:61][CH2:60][O:59][CH2:58][CH2:57]3)[N:45]=2)=[CH:67][N:66]=1. The yield is 0.730. (7) The reactants are [C:1]([NH:4][C:5]1[CH:10]=[C:9]([C:11]2[S:15][C:14]([C:16]([O:18][CH2:19][CH3:20])=[O:17])=[C:13](I)[C:12]=2[C:22]#[N:23])[CH:8]=[CH:7][N:6]=1)(=[O:3])[CH3:2].[Cl-].[Cl:25][C:26]1[CH:33]=[CH:32][C:29]([CH2:30][Zn+])=[CH:28][CH:27]=1. The catalyst is O1CCCC1.CC(C)([P](C(C)(C)C)([Pd][P](C(C)(C)C)(C(C)(C)C)C(C)(C)C)C(C)(C)C)C. The product is [C:1]([NH:4][C:5]1[CH:10]=[C:9]([C:11]2[S:15][C:14]([C:16]([O:18][CH2:19][CH3:20])=[O:17])=[C:13]([CH2:30][C:29]3[CH:32]=[CH:33][C:26]([Cl:25])=[CH:27][CH:28]=3)[C:12]=2[C:22]#[N:23])[CH:8]=[CH:7][N:6]=1)(=[O:3])[CH3:2]. The yield is 0.760.